Dataset: Forward reaction prediction with 1.9M reactions from USPTO patents (1976-2016). Task: Predict the product of the given reaction. (1) Given the reactants [OH:1][CH:2]1[C:11]2[CH:10]=[N:9][C:8]([NH:12][CH:13]([CH3:15])[CH3:14])=[N:7][C:6]=2[CH2:5][N:4](C(OC(C)(C)C)=O)[CH2:3]1.[ClH:23], predict the reaction product. The product is: [ClH:23].[CH:13]([NH:12][C:8]1[N:9]=[CH:10][C:11]2[CH:2]([OH:1])[CH2:3][NH:4][CH2:5][C:6]=2[N:7]=1)([CH3:15])[CH3:14]. (2) Given the reactants [OH:1][CH2:2][C@@H:3]1[C@@H:7]([O:8][Si](C(C)C)(C(C)C)C(C)C)[CH2:6][C@H:5]([NH:19][C:20]2[C:25]([C:26]([C:28]3[S:29][CH:30]=[C:31]([CH2:33][CH2:34][C:35]4[CH:40]=[CH:39][CH:38]=[CH:37][C:36]=4[O:41][CH3:42])[CH:32]=3)=[O:27])=[CH:24][N:23]=[CH:22][N:21]=2)[CH2:4]1.C(N(CC)CC)C.Cl[S:51]([NH2:54])(=[O:53])=[O:52].Cl, predict the reaction product. The product is: [S:51](=[O:53])(=[O:52])([O:1][CH2:2][C@H:3]1[CH2:4][C@@H:5]([NH:19][C:20]2[C:25]([C:26]([C:28]3[S:29][CH:30]=[C:31]([CH2:33][CH2:34][C:35]4[CH:40]=[CH:39][CH:38]=[CH:37][C:36]=4[O:41][CH3:42])[CH:32]=3)=[O:27])=[CH:24][N:23]=[CH:22][N:21]=2)[CH2:6][C@@H:7]1[OH:8])[NH2:54]. (3) Given the reactants [CH2:1]([O:3][C:4]([C:6]1([C:9]2[CH:14]=[CH:13][C:12]([C:15]3[CH:20]=[CH:19][C:18]([C:21]4[O:25][N:24]=[C:23]([CH3:26])[C:22]=4[NH2:27])=[CH:17][CH:16]=3)=[CH:11][CH:10]=2)[CH2:8][CH2:7]1)=[O:5])[CH3:2].[C:28]1([CH2:34][CH2:35][C:36](=O)[CH2:37][CH3:38])[CH:33]=[CH:32][CH:31]=[CH:30][CH:29]=1, predict the reaction product. The product is: [CH2:1]([O:3][C:4]([C:6]1([C:9]2[CH:10]=[CH:11][C:12]([C:15]3[CH:20]=[CH:19][C:18]([C:21]4[O:25][N:24]=[C:23]([CH3:26])[C:22]=4[NH:27][CH:36]([CH2:37][CH3:38])[CH2:35][CH2:34][C:28]4[CH:33]=[CH:32][CH:31]=[CH:30][CH:29]=4)=[CH:17][CH:16]=3)=[CH:13][CH:14]=2)[CH2:8][CH2:7]1)=[O:5])[CH3:2]. (4) Given the reactants C(O[BH-](OC(=O)C)OC(=O)C)(=O)C.[Na+].[CH2:15]([O:17][C:18]([C@@H:20]1[CH2:22][C@H:21]1[C:23]1[CH:28]=[CH:27][C:26]([NH2:29])=[CH:25][CH:24]=1)=[O:19])[CH3:16].[O:30]([C:37]1[CH:38]=[C:39]([CH:42]=[CH:43][CH:44]=1)[CH:40]=O)[C:31]1[CH:36]=[CH:35][CH:34]=[CH:33][CH:32]=1, predict the reaction product. The product is: [CH2:15]([O:17][C:18]([C@@H:20]1[CH2:22][C@H:21]1[C:23]1[CH:24]=[CH:25][C:26]([NH:29][CH2:40][C:39]2[CH:42]=[CH:43][CH:44]=[C:37]([O:30][C:31]3[CH:36]=[CH:35][CH:34]=[CH:33][CH:32]=3)[CH:38]=2)=[CH:27][CH:28]=1)=[O:19])[CH3:16]. (5) Given the reactants [Cl:1][C:2]1[CH:7]=[C:6]([Cl:8])[CH:5]=[CH:4][C:3]=1[C:9]1[N:10]=[C:11](/[CH:16]=[CH:17]/[C:18]2[CH:23]=[CH:22][C:21]([C:24]3[CH:29]=[CH:28][C:27]([OH:30])=[CH:26][CH:25]=3)=[CH:20][CH:19]=2)[N:12]([CH2:14][CH3:15])[CH:13]=1.Br[CH2:32][CH2:33][CH2:34][C:35]#[N:36].[NH:37]1C=N[N:39]=[N:38]1, predict the reaction product. The product is: [Cl:1][C:2]1[CH:7]=[C:6]([Cl:8])[CH:5]=[CH:4][C:3]=1[C:9]1[N:10]=[C:11](/[CH:16]=[CH:17]/[C:18]2[CH:23]=[CH:22][C:21]([C:24]3[CH:25]=[CH:26][C:27]([O:30][CH2:32][CH2:33][CH2:34][C:35]4[NH:36][N:39]=[N:38][N:37]=4)=[CH:28][CH:29]=3)=[CH:20][CH:19]=2)[N:12]([CH2:14][CH3:15])[CH:13]=1.